From a dataset of Forward reaction prediction with 1.9M reactions from USPTO patents (1976-2016). Predict the product of the given reaction. (1) Given the reactants [NH2:1][CH2:2][C:3]1[C:4](=[O:22])[NH:5][C:6]([C@H:9]2[C@H:13]([CH3:14])[CH2:12][N:11]([CH2:15][C:16]3[CH:21]=[CH:20][CH:19]=[CH:18][CH:17]=3)[CH2:10]2)=[N:7][N:8]=1.[O:23]1[CH2:28][CH2:27][CH:26]([C:29](ON2C(=O)CCC2=O)=[O:30])[CH2:25][CH2:24]1, predict the reaction product. The product is: [CH2:15]([N:11]1[CH2:12][C@@H:13]([CH3:14])[C@H:9]([C:6]2[NH:5][C:4](=[O:22])[C:3]([CH2:2][NH:1][C:29]([CH:26]3[CH2:27][CH2:28][O:23][CH2:24][CH2:25]3)=[O:30])=[N:8][N:7]=2)[CH2:10]1)[C:16]1[CH:21]=[CH:20][CH:19]=[CH:18][CH:17]=1. (2) Given the reactants [O:1]1[C:5]2[CH:6]=[CH:7][CH:8]=[CH:9][C:4]=2[CH:3]=[C:2]1[CH2:10][CH:11]1[CH2:16][CH2:15][CH2:14][CH2:13][N:12]1[C:17]([C:19]1[N:20]=[C:21]([CH3:31])[S:22][C:23]=1[C:24]1[CH:29]=[CH:28][C:27]([F:30])=[CH:26][CH:25]=1)=[O:18].[Br:32]Br, predict the reaction product. The product is: [Br:32][C:3]1[C:4]2[CH:9]=[CH:8][CH:7]=[CH:6][C:5]=2[O:1][C:2]=1[CH2:10][CH:11]1[CH2:16][CH2:15][CH2:14][CH2:13][N:12]1[C:17]([C:19]1[N:20]=[C:21]([CH3:31])[S:22][C:23]=1[C:24]1[CH:29]=[CH:28][C:27]([F:30])=[CH:26][CH:25]=1)=[O:18]. (3) Given the reactants [NH2:1][C@@H:2]([C:10]([OH:12])=[O:11])[CH2:3][CH2:4][CH2:5][NH:6][C:7](=[NH:9])[NH2:8].N[C@H](C(O)=O)CCCCN.N[C@@H](C(O)=O)CCCCN.N[C@H](C(O)=O)CCSC.N[C@H](C(O)=O)[C@H](CC)C.N[C@@H](C(O)=O)CCSC.N[C@@H](C(O)=O)[C@@H](CC)C.N[C@H](C(O)=O)CCCN.N[C@@H](C(O)=O)CCCN, predict the reaction product. The product is: [NH2:1][C@H:2]([C:10]([OH:12])=[O:11])[CH2:3][CH2:4][CH2:5][NH:6][C:7](=[NH:8])[NH2:9]. (4) Given the reactants [CH3:1][O:2][C:3]1[CH:4]=[C:5]([NH:15][C:16]2[S:17][C:18]([CH:21]=[O:22])=[CH:19][N:20]=2)[CH:6]=[CH:7][C:8]=1[N:9]1[CH:13]=[C:12]([CH3:14])[N:11]=[CH:10]1.[C:23]([O:27][C:28](O[C:28]([O:27][C:23]([CH3:26])([CH3:25])[CH3:24])=[O:29])=[O:29])([CH3:26])([CH3:25])[CH3:24], predict the reaction product. The product is: [C:23]([O:27][C:28](=[O:29])[N:15]([C:16]1[S:17][C:18]([CH:21]=[O:22])=[CH:19][N:20]=1)[C:5]1[CH:6]=[CH:7][C:8]([N:9]2[CH:13]=[C:12]([CH3:14])[N:11]=[CH:10]2)=[C:3]([O:2][CH3:1])[CH:4]=1)([CH3:26])([CH3:25])[CH3:24].